Predict which catalyst facilitates the given reaction. From a dataset of Catalyst prediction with 721,799 reactions and 888 catalyst types from USPTO. Reactant: [F:1][C:2]1[CH:31]=[C:30]([F:32])[CH:29]=[CH:28][C:3]=1[O:4][C:5]1[CH:10]=[CH:9][C:8]([S:11]([CH3:14])(=[O:13])=[O:12])=[CH:7][C:6]=1[C:15]1[C:16]2[CH:25]=[C:24]([CH2:26][OH:27])[NH:23][C:17]=2[C:18](=[O:22])[N:19]([CH3:21])[CH:20]=1.CC(OI1(OC(C)=O)(OC(C)=O)OC(=O)C2C=CC=CC1=2)=O.S(=O)(O)[O-].[Na+]. Product: [F:1][C:2]1[CH:31]=[C:30]([F:32])[CH:29]=[CH:28][C:3]=1[O:4][C:5]1[CH:10]=[CH:9][C:8]([S:11]([CH3:14])(=[O:12])=[O:13])=[CH:7][C:6]=1[C:15]1[C:16]2[CH:25]=[C:24]([CH:26]=[O:27])[NH:23][C:17]=2[C:18](=[O:22])[N:19]([CH3:21])[CH:20]=1. The catalyst class is: 503.